From a dataset of Forward reaction prediction with 1.9M reactions from USPTO patents (1976-2016). Predict the product of the given reaction. Given the reactants [CH3:1][N:2]1[CH2:15][CH2:14][C:13]2[C:12]3[CH:11]=[C:10]([CH3:16])[CH:9]=[CH:8][C:7]=3[NH:6][C:5]=2[CH2:4][CH2:3]1.Br[CH:18]=[C:19]([C:21]1[CH:26]=[CH:25][CH:24]=[C:23]([F:27])[CH:22]=1)[CH3:20].N1CCC[C@H]1C(O)=O.[O-]P([O-])([O-])=O.[K+].[K+].[K+], predict the reaction product. The product is: [F:27][C:23]1[CH:22]=[C:21](/[C:19](/[CH3:20])=[CH:18]/[N:6]2[C:7]3[CH:8]=[CH:9][C:10]([CH3:16])=[CH:11][C:12]=3[C:13]3[CH2:14][CH2:15][N:2]([CH3:1])[CH2:3][CH2:4][C:5]2=3)[CH:26]=[CH:25][CH:24]=1.